From a dataset of Forward reaction prediction with 1.9M reactions from USPTO patents (1976-2016). Predict the product of the given reaction. (1) Given the reactants C[O:2][C:3]([C:5]1[C:10]([O:11][CH2:12][C:13]2[CH:18]=[CH:17][CH:16]=[CH:15][CH:14]=2)=[C:9]([CH:19]=[CH2:20])[CH:8]=[C:7]([O:21][CH3:22])[N:6]=1)=[O:4].[OH-].[Li+], predict the reaction product. The product is: [CH2:12]([O:11][C:10]1[C:5]([C:3]([OH:4])=[O:2])=[N:6][C:7]([O:21][CH3:22])=[CH:8][C:9]=1[CH:19]=[CH2:20])[C:13]1[CH:18]=[CH:17][CH:16]=[CH:15][CH:14]=1. (2) Given the reactants [CH2:1]([NH:8][C:9]([C:11]1[S:15][C:14]([N:16]2[CH2:20][CH2:19][CH2:18][C:17]2=[O:21])=[N:13][C:12]=1[CH3:22])=[O:10])[C:2]1[CH:7]=[CH:6][CH:5]=[CH:4][CH:3]=1.Br[CH2:24][C:25]1[CH:30]=[CH:29][C:28]([C:31]([F:34])([F:33])[F:32])=[CH:27][CH:26]=1, predict the reaction product. The product is: [CH2:1]([NH:8][C:9]([C:11]1[S:15][C:14]([N:16]2[CH2:20][CH2:19][CH:18]([CH2:24][C:25]3[CH:26]=[CH:27][C:28]([C:31]([F:32])([F:33])[F:34])=[CH:29][CH:30]=3)[C:17]2=[O:21])=[N:13][C:12]=1[CH3:22])=[O:10])[C:2]1[CH:7]=[CH:6][CH:5]=[CH:4][CH:3]=1. (3) The product is: [O:10]1[CH2:11][CH2:12][NH:13][C:8]([C:4]2[CH:5]=[CH:6][CH:7]=[C:2]([CH3:1])[C:3]=2[NH2:14])=[N:9]1. Given the reactants [CH3:1][C:2]1[C:3]([N+:14]([O-])=O)=[C:4]([C:8]2[NH:13][CH2:12][CH2:11][O:10][N:9]=2)[CH:5]=[CH:6][CH:7]=1, predict the reaction product. (4) Given the reactants [CH3:1][O:2][C:3]([C:5]1[CH:6]=[N:7][C:8]([N:11]2[CH2:30][CH2:29][C:14]3[NH:15][C:16]4[CH:17]=[CH:18][C:19]([C:22]5[S:23][C:24]([CH:27]=O)=[CH:25][CH:26]=5)=[CH:20][C:21]=4[C:13]=3[CH2:12]2)=[N:9][CH:10]=1)=[O:4].[BH-](OC(C)=O)(OC(C)=O)OC(C)=O.[Na+].[CH3:45][N:46]1[CH2:51][CH2:50][NH:49][CH2:48][CH2:47]1, predict the reaction product. The product is: [CH3:1][O:2][C:3]([C:5]1[CH:6]=[N:7][C:8]([N:11]2[CH2:30][CH2:29][C:14]3[NH:15][C:16]4[CH:17]=[CH:18][C:19]([C:22]5[S:23][C:24]([CH2:27][N:49]6[CH2:50][CH2:51][N:46]([CH3:45])[CH2:47][CH2:48]6)=[CH:25][CH:26]=5)=[CH:20][C:21]=4[C:13]=3[CH2:12]2)=[N:9][CH:10]=1)=[O:4].